From a dataset of Forward reaction prediction with 1.9M reactions from USPTO patents (1976-2016). Predict the product of the given reaction. (1) The product is: [CH2:1]([O:3][C:4]([NH:6][CH:7]([C:10]1([C:34]#[N:35])[CH2:15][CH2:14][N:13]([C:16]2[CH:21]=[CH:20][C:19]([N:22]3[CH2:26][C@H:25]([CH2:27][NH:28][C:29](=[S:45])[CH3:30])[O:24][C:23]3=[O:32])=[CH:18][C:17]=2[F:33])[CH2:12][CH2:11]1)[C:8]#[N:9])=[O:5])[CH3:2]. Given the reactants [CH2:1]([O:3][C:4]([NH:6][CH:7]([C:10]1([C:34]#[N:35])[CH2:15][CH2:14][N:13]([C:16]2[CH:21]=[CH:20][C:19]([N:22]3[CH2:26][C@H:25]([CH2:27][NH:28][C:29](=O)[CH3:30])[O:24][C:23]3=[O:32])=[CH:18][C:17]=2[F:33])[CH2:12][CH2:11]1)[C:8]#[N:9])=[O:5])[CH3:2].COC1C=CC(P2(SP(C3C=CC(OC)=CC=3)(=S)S2)=[S:45])=CC=1, predict the reaction product. (2) Given the reactants C[O:2][C:3]1[CH:4]=[C:5]([N:9]2[C:18]3[CH:17]=[CH:16][C:15]4[CH:19]=[CH:20][CH:21]=[CH:22][C:14]=4[C:13]=3[NH:12][C:11](=[O:23])[C:10]2=[O:24])[CH:6]=[CH:7][CH:8]=1.B(Br)(Br)Br.ClCCl.C(=O)([O-])O.[Na+], predict the reaction product. The product is: [OH:2][C:3]1[CH:4]=[C:5]([N:9]2[C:18]3[CH:17]=[CH:16][C:15]4[CH:19]=[CH:20][CH:21]=[CH:22][C:14]=4[C:13]=3[NH:12][C:11](=[O:23])[C:10]2=[O:24])[CH:6]=[CH:7][CH:8]=1. (3) The product is: [CH2:1]([N:8]1[C@H:13]([CH3:14])[CH2:12][CH:11]([N:15]([CH2:32][CH3:33])[C:16]2[C:17]([CH3:30])=[C:18]([CH:23]=[C:24]([C:26]([F:29])([F:27])[F:28])[CH:25]=2)[C:19]([O:21][CH3:22])=[O:20])[CH2:10][C@H:9]1[CH3:31])[C:2]1[CH:7]=[CH:6][CH:5]=[CH:4][CH:3]=1. Given the reactants [CH2:1]([N:8]1[C@H:13]([CH3:14])[CH2:12][CH:11]([NH:15][C:16]2[C:17]([CH3:30])=[C:18]([CH:23]=[C:24]([C:26]([F:29])([F:28])[F:27])[CH:25]=2)[C:19]([O:21][CH3:22])=[O:20])[CH2:10][C@H:9]1[CH3:31])[C:2]1[CH:7]=[CH:6][CH:5]=[CH:4][CH:3]=1.[CH:32](=O)[CH3:33].C(O[BH-](OC(=O)C)OC(=O)C)(=O)C.[Na+], predict the reaction product. (4) Given the reactants Br[C:2]1[CH:3]=[C:4]([C:8]2([C:21]3[CH:26]=[CH:25][CH:24]=[CH:23][N:22]=3)[C:20]3[CH:19]=[CH:18][CH:17]=[CH:16][C:15]=3[C:14]3[C:9]2=[CH:10][CH:11]=[CH:12][CH:13]=3)[CH:5]=[CH:6][CH:7]=1.[N:27]1([C:32]2[CH:44]=[CH:43][C:42]3[C:41]4[C:36](=[CH:37][CH:38]=[CH:39][CH:40]=4)[NH:35][C:34]=3[CH:33]=2)[CH:31]=[CH:30][CH:29]=[N:28]1.CC(P(C(C)(C)C)C1C(C2C=CC=CC=2)=CC=CC=1)(C)C.CC([O-])(C)C.[Na+], predict the reaction product. The product is: [N:27]1([C:32]2[CH:44]=[CH:43][C:42]3[C:41]4[C:36](=[CH:37][CH:38]=[CH:39][CH:40]=4)[N:35]([C:18]4[CH:17]=[CH:16][CH:15]=[C:20]([C:8]5([C:21]6[CH:26]=[CH:25][CH:24]=[CH:23][N:22]=6)[C:4]6[CH:5]=[CH:6][CH:7]=[CH:2][C:3]=6[C:10]6[C:9]5=[CH:14][CH:13]=[CH:12][CH:11]=6)[CH:19]=4)[C:34]=3[CH:33]=2)[CH:31]=[CH:30][CH:29]=[N:28]1. (5) Given the reactants [Cl:1][C:2]1[CH:3]=[C:4]2[NH:11][C:10](=[S:12])[NH:9][C:5]2=[N:6][C:7]=1[I:8].[OH-].[K+].I[CH3:16], predict the reaction product. The product is: [Cl:1][C:2]1[CH:3]=[C:4]2[NH:11][C:10]([S:12][CH3:16])=[N:9][C:5]2=[N:6][C:7]=1[I:8]. (6) Given the reactants [NH2:1][C:2]1[S:3][CH2:4][C:5](=[O:7])[N:6]=1.[Cl:8][C:9]1[CH:27]=[C:26]([CH:28]=C2SC(=O)NC2=O)[CH:25]=[CH:24][C:10]=1[O:11][C:12]1[CH:19]=[CH:18][C:15]([C:16]#[N:17])=[CH:14][C:13]=1[C:20]([F:23])([F:22])[F:21], predict the reaction product. The product is: [Cl:8][C:9]1[CH:27]=[C:26]([CH:28]=[C:4]2[S:3][C:2](=[NH:1])[NH:6][C:5]2=[O:7])[CH:25]=[CH:24][C:10]=1[O:11][C:12]1[CH:19]=[CH:18][C:15]([C:16]#[N:17])=[CH:14][C:13]=1[C:20]([F:21])([F:22])[F:23]. (7) The product is: [Cl:1][C:2]1[CH:3]=[C:4]([C:12]2[N:16]=[C:15]([C:17]3[C:18]([CH3:24])=[C:19]([CH:20]=[CH:21][CH:22]=3)[O:23][CH2:31][C@H:29]([OH:30])[CH2:28][OH:27])[O:14][N:13]=2)[CH:5]=[CH:6][C:7]=1[O:8][CH:9]([CH3:10])[CH3:11]. Given the reactants [Cl:1][C:2]1[CH:3]=[C:4]([C:12]2[N:16]=[C:15]([C:17]3[C:18]([CH3:24])=[C:19]([OH:23])[CH:20]=[CH:21][CH:22]=3)[O:14][N:13]=2)[CH:5]=[CH:6][C:7]=1[O:8][CH:9]([CH3:11])[CH3:10].CC1(C)[O:30][C@@H:29]([CH2:31]O)[CH2:28][O:27]1.C1(P(C2C=CC=CC=2)C2C=CC=CC=2)C=CC=CC=1.Cl.C(O)(C(F)(F)F)=O, predict the reaction product.